This data is from Full USPTO retrosynthesis dataset with 1.9M reactions from patents (1976-2016). The task is: Predict the reactants needed to synthesize the given product. (1) Given the product [NH2:1][C:2]1[N:3]=[C:4]([N:24]2[CH2:30][CH2:29][CH2:28][N:27]([C:47](=[O:48])[CH2:46][O:45][C:44]3[CH:50]=[CH:51][C:41]([Cl:40])=[CH:42][CH:43]=3)[CH2:26][CH2:25]2)[C:5]2[N:10]=[C:9]([CH2:11][CH2:12][C:13]3[CH:18]=[CH:17][C:16]([F:19])=[CH:15][CH:14]=3)[S:8][C:6]=2[N:7]=1, predict the reactants needed to synthesize it. The reactants are: [NH2:1][C:2]1[N:3]=[C:4](S(C)(=O)=O)[C:5]2[N:10]=[C:9]([CH2:11][CH2:12][C:13]3[CH:18]=[CH:17][C:16]([F:19])=[CH:15][CH:14]=3)[S:8][C:6]=2[N:7]=1.[NH:24]1[CH2:30][CH2:29][CH2:28][NH:27][CH2:26][CH2:25]1.C(N(C(C)C)CC)(C)C.[Cl:40][C:41]1[CH:51]=[CH:50][C:44]([O:45][CH2:46][C:47](Cl)=[O:48])=[CH:43][CH:42]=1. (2) Given the product [CH3:13][C:3]([CH3:14])([C:2](=[O:1])[C:15]1[CH:20]=[CH:19][CH:18]=[C:17](/[CH:21]=[CH:22]/[C:23]2[C:28]([CH3:30])([CH3:29])[CH2:27][CH2:26][CH2:25][C:24]=2[CH3:31])[CH:16]=1)[CH2:4][NH:5][C:6](=[O:12])[O:7][C:8]([CH3:9])([CH3:10])[CH3:11], predict the reactants needed to synthesize it. The reactants are: [OH:1][CH:2]([C:15]1[CH:20]=[CH:19][CH:18]=[C:17](/[CH:21]=[CH:22]/[C:23]2[C:28]([CH3:30])([CH3:29])[CH2:27][CH2:26][CH2:25][C:24]=2[CH3:31])[CH:16]=1)[C:3]([CH3:14])([CH3:13])[CH2:4][NH:5][C:6](=[O:12])[O:7][C:8]([CH3:11])([CH3:10])[CH3:9].[Cr](Cl)([O-])(=O)=O.[NH+]1C=CC=CC=1. (3) The reactants are: [NH2:1][C:2]1[N:3]=[CH:4][C:5]([C:18]2[CH:19]=[N:20][N:21]([CH2:23][C:24]([NH:26][CH:27]3[CH2:32][CH2:31][N:30](C(OC(C)(C)C)=O)[C@@H:29]([C:40]([O:42][CH:43]4[CH2:47][CH2:46][CH2:45][CH2:44]4)=[O:41])[CH2:28]3)=[O:25])[CH:22]=2)=[N:6][C:7]=1[NH:8][CH2:9][C:10]1[C:15]([Cl:16])=[CH:14][CH:13]=[CH:12][C:11]=1[Cl:17].Cl. Given the product [NH2:1][C:2]1[N:3]=[CH:4][C:5]([C:18]2[CH:19]=[N:20][N:21]([CH2:23][C:24]([NH:26][CH:27]3[CH2:32][CH2:31][NH:30][C@@H:29]([C:40]([O:42][CH:43]4[CH2:44][CH2:45][CH2:46][CH2:47]4)=[O:41])[CH2:28]3)=[O:25])[CH:22]=2)=[N:6][C:7]=1[NH:8][CH2:9][C:10]1[C:11]([Cl:17])=[CH:12][CH:13]=[CH:14][C:15]=1[Cl:16], predict the reactants needed to synthesize it. (4) Given the product [CH3:4][P:2]([C:5]1[CH:6]=[CH:7][C:8]([N:11]2[C:15]([C:16]([OH:18])=[O:17])=[CH:14][C:13]([Si:21]([CH3:24])([CH3:23])[CH3:22])=[N:12]2)=[CH:9][CH:10]=1)([CH3:1])=[O:3], predict the reactants needed to synthesize it. The reactants are: [CH3:1][P:2]([C:5]1[CH:10]=[CH:9][C:8]([N:11]2[C:15]([C:16]([O:18]CC)=[O:17])=[CH:14][C:13]([Si:21]([CH3:24])([CH3:23])[CH3:22])=[N:12]2)=[CH:7][CH:6]=1)([CH3:4])=[O:3].[OH-].[Na+]. (5) The reactants are: [CH3:1][C:2]1[C:6]([C:7]2[CH:16]=[C:15]3[C:10]([C:11]([NH:18][CH:19]([CH3:23])[CH2:20][O:21][CH3:22])=[C:12]([NH2:17])[CH:13]=[N:14]3)=[CH:9][C:8]=2[O:24][CH3:25])=[C:5]([CH3:26])[O:4][N:3]=1.[N:27]([CH2:30][CH2:31][N:32]1[CH2:37][CH2:36][O:35][CH2:34][CH2:33]1)=[C:28]=S. Given the product [CH3:1][C:2]1[C:6]([C:7]2[C:8]([O:24][CH3:25])=[CH:9][C:10]3[C:11]4[N:18]([CH:19]([CH3:23])[CH2:20][O:21][CH3:22])[C:28]([NH:27][CH2:30][CH2:31][N:32]5[CH2:37][CH2:36][O:35][CH2:34][CH2:33]5)=[N:17][C:12]=4[CH:13]=[N:14][C:15]=3[CH:16]=2)=[C:5]([CH3:26])[O:4][N:3]=1, predict the reactants needed to synthesize it. (6) The reactants are: [N+:1]([C:4]1[CH:5]=[C:6]2[C:10](=[CH:11][CH:12]=1)[N:9]([CH2:13][CH2:14][CH3:15])[N:8]=[C:7]2[NH2:16])([O-])=O.[C:17]1([C:23]2[O:24][C:25]([C:31]([F:34])([F:33])[F:32])=[C:26]([C:28](O)=[O:29])[N:27]=2)[CH:22]=[CH:21][CH:20]=[CH:19][CH:18]=1.CCN=C=NCCCN(C)C. Given the product [NH2:16][C:7]1[C:6]2[C:10](=[CH:11][CH:12]=[C:4]([NH:1][C:28]([C:26]3[N:27]=[C:23]([C:17]4[CH:22]=[CH:21][CH:20]=[CH:19][CH:18]=4)[O:24][C:25]=3[C:31]([F:33])([F:34])[F:32])=[O:29])[CH:5]=2)[N:9]([CH2:13][CH2:14][CH3:15])[N:8]=1, predict the reactants needed to synthesize it.